From a dataset of Reaction yield outcomes from USPTO patents with 853,638 reactions. Predict the reaction yield, written as a fraction of the theoretical maximum amount of product (1.0 means a 100% yield; for example, 0.34 means a 34% yield). (1) The yield is 0.740. The reactants are [CH2:1]=[C:2]([C:4]1[C:9]2[O:10][C:11]3[CH:16]=[CH:15][CH:14]=[CH:13][C:12]=3[C:8]=2[CH:7]=[CH:6][CH:5]=1)[CH3:3]. The product is [CH:2]([C:4]1[C:9]2[O:10][C:11]3[CH:16]=[CH:15][CH:14]=[CH:13][C:12]=3[C:8]=2[CH:7]=[CH:6][CH:5]=1)([CH3:3])[CH3:1]. The catalyst is [Pd].CCO. (2) The reactants are [Br:1][C:2]1[CH:3]=[CH:4][C:5]([Cl:9])=[C:6]([CH:8]=1)[NH2:7].[N:10]([O-])=O.[Na+].Cl[Sn]Cl. The catalyst is Cl.O. The product is [Br:1][C:2]1[CH:3]=[CH:4][C:5]([Cl:9])=[C:6]([NH:7][NH2:10])[CH:8]=1. The yield is 0.833. (3) The reactants are [OH:1][C:2]1[CH:3]=[C:4]2[C:9](=[CH:10][CH:11]=1)[CH2:8][CH:7]([C:12]([OH:14])=[O:13])[CH2:6][CH2:5]2.S(=O)(=O)(O)O.[CH3:20]O. No catalyst specified. The product is [OH:1][C:2]1[CH:3]=[C:4]2[C:9](=[CH:10][CH:11]=1)[CH2:8][CH:7]([C:12]([O:14][CH3:20])=[O:13])[CH2:6][CH2:5]2. The yield is 0.640. (4) The reactants are [C:1]([O:7][CH2:8][CH3:9])(=[O:6])[CH2:2][C:3]([CH3:5])=O.C([O-])C.[Na+].[F:14][C:15]([F:33])([F:32])[C:16]1[CH:17]=[C:18]([NH:22][N:23]=[C:24](Br)[C:25]2[CH:30]=[CH:29][N:28]=[CH:27][CH:26]=2)[CH:19]=[CH:20][CH:21]=1. The catalyst is C(O)C. The product is [CH2:8]([O:7][C:1]([C:2]1[C:24]([C:25]2[CH:30]=[CH:29][N:28]=[CH:27][CH:26]=2)=[N:23][N:22]([C:18]2[CH:19]=[CH:20][CH:21]=[C:16]([C:15]([F:33])([F:14])[F:32])[CH:17]=2)[C:3]=1[CH3:5])=[O:6])[CH3:9]. The yield is 0.210. (5) The reactants are [C:1]([O:5][C:6](=[O:36])[NH:7][C:8]1([C:12]2[CH:17]=[CH:16][C:15](C3C(=O)C4C(=CC=C(F)C=4)OC=3C3C=CC=CC=3)=[CH:14][CH:13]=2)[CH2:11][CH2:10][CH2:9]1)([CH3:4])([CH3:3])[CH3:2].[Cl:37][C:38]1[N:43]=[C:42]2[O:44][C:45]([C:50]3[CH:55]=[CH:54][CH:53]=[CH:52][CH:51]=3)=[C:46](I)[C:47](=[O:48])[C:41]2=[CH:40][CH:39]=1. No catalyst specified. The product is [C:1]([O:5][C:6](=[O:36])[NH:7][C:8]1([C:12]2[CH:13]=[CH:14][C:15]([C:46]3[C:47](=[O:48])[C:41]4[C:42]([O:44][C:45]=3[C:50]3[CH:55]=[CH:54][CH:53]=[CH:52][CH:51]=3)=[N:43][C:38]([Cl:37])=[CH:39][CH:40]=4)=[CH:16][CH:17]=2)[CH2:9][CH2:10][CH2:11]1)([CH3:4])([CH3:2])[CH3:3]. The yield is 0.640. (6) The reactants are [F:1][C:2]1[CH:7]=[C:6]([N+:8]([O-])=O)[CH:5]=[CH:4][C:3]=1[N:11]1[CH2:14][CH:13]([OH:15])[CH2:12]1. The catalyst is C(O)C.[Pd]. The product is [NH2:8][C:6]1[CH:5]=[CH:4][C:3]([N:11]2[CH2:12][CH:13]([OH:15])[CH2:14]2)=[C:2]([F:1])[CH:7]=1. The yield is 0.800. (7) The reactants are [OH:1][C:2]1[C:16]([N+:17]([O-])=O)=[CH:15][CH:14]=[CH:13][C:3]=1[C:4]([CH2:6][NH:7][CH2:8][C:9]([O:11][CH3:12])=[O:10])=[O:5].[H][H]. The catalyst is CO.[Pd]. The product is [NH2:17][C:16]1[C:2]([OH:1])=[C:3]([CH:13]=[CH:14][CH:15]=1)[C:4]([CH2:6][NH:7][CH2:8][C:9]([O:11][CH3:12])=[O:10])=[O:5]. The yield is 0.760. (8) The reactants are C[Si]([N-][Si](C)(C)C)(C)C.[Li+].C[O:12][C:13]([C:15]1[C:23]2[C:18](=[N:19][CH:20]=[C:21]([F:24])[CH:22]=2)[N:17]([S:25]([C:28]2[CH:33]=[CH:32][CH:31]=[CH:30][CH:29]=2)(=[O:27])=[O:26])[C:16]=1[CH2:34][N:35]([CH2:46][C:47]#[N:48])S(C1C=CC(C)=CC=1)(=O)=O)=O. The catalyst is C1COCC1. The product is [C:28]1([S:25]([N:17]2[C:16]3[CH:34]=[N:35][C:46]([C:47]#[N:48])=[C:13]([OH:12])[C:15]=3[C:23]3[CH:22]=[C:21]([F:24])[CH:20]=[N:19][C:18]2=3)(=[O:27])=[O:26])[CH:29]=[CH:30][CH:31]=[CH:32][CH:33]=1. The yield is 0.750. (9) The reactants are [CH3:1][C:2](=[CH:4][CH2:5][CH2:6][C@@H:7]([CH3:13])CCCCC)[CH3:3].C[C:15]([CH3:17])=[O:16].[OH:18]S(O)(=O)=O.O=[Cr](=O)=O.O.[O-]S([O-])(=O)=O.[Na+].[Na+]. The catalyst is CC(C)=O. The product is [CH3:1][C@@H:2]([CH2:4][CH2:5][CH2:6][CH2:7][CH3:13])[CH2:3][CH2:17][C:15]([OH:18])=[O:16]. The yield is 0.740. (10) The yield is 0.320. The product is [CH:1]([N:4]1[C:13]2[C:8](=[C:9]([CH3:14])[CH:10]=[CH:11][CH:12]=2)[CH:7]=[C:6]([C:15]([NH:17][CH2:18][CH:19]2[CH2:24][CH2:23][N:22]([CH2:27][CH:28]3[CH2:33][CH2:32][N:31]([C:34]([O:36][C:37]([CH3:38])([CH3:40])[CH3:39])=[O:35])[CH2:30][CH2:29]3)[CH2:21][CH2:20]2)=[O:16])[C:5]1=[O:25])([CH3:3])[CH3:2]. The reactants are [CH:1]([N:4]1[C:13]2[C:8](=[C:9]([CH3:14])[CH:10]=[CH:11][CH:12]=2)[CH:7]=[C:6]([C:15]([NH:17][CH2:18][CH:19]2[CH2:24][CH2:23][NH:22][CH2:21][CH2:20]2)=[O:16])[C:5]1=[O:25])([CH3:3])[CH3:2].I[CH2:27][CH:28]1[CH2:33][CH2:32][N:31]([C:34]([O:36][C:37]([CH3:40])([CH3:39])[CH3:38])=[O:35])[CH2:30][CH2:29]1.C(=O)([O-])[O-].[K+].[K+].O. The catalyst is CN(C)C=O.